From a dataset of Reaction yield outcomes from USPTO patents with 853,638 reactions. Predict the reaction yield, written as a fraction of the theoretical maximum amount of product (1.0 means a 100% yield; for example, 0.34 means a 34% yield). (1) The reactants are [NH:1]1[C:9]2[C:4](=[CH:5][C:6]([O:10][C:11]3[CH:19]=[CH:18][CH:17]=[CH:16][C:12]=3[C:13](O)=[O:14])=[CH:7][CH:8]=2)[CH:3]=[N:2]1.Cl.[CH3:21][NH:22][CH3:23].Cl.C(N=C=NCCCN(C)C)C.OC1C2N=NNC=2C=CC=1.C(N(CC)CC)C.C(=O)([O-])O.[Na+]. The product is [NH:1]1[C:9]2[C:4](=[CH:5][C:6]([O:10][C:11]3[CH:19]=[CH:18][CH:17]=[CH:16][C:12]=3[C:13]([N:22]([CH3:23])[CH3:21])=[O:14])=[CH:7][CH:8]=2)[CH:3]=[N:2]1. The catalyst is CN(C)C=O. The yield is 0.570. (2) The reactants are [Cl:1][C:2]1[CH:13]=[C:6]2[C:7]([O:9][C:10](=O)[NH:11][C:5]2=[CH:4][CH:3]=1)=[O:8]. The catalyst is CO.CN(C1C=CN=CC=1)C. The product is [CH3:10][O:9][C:7](=[O:8])[C:6]1[CH:13]=[C:2]([Cl:1])[CH:3]=[CH:4][C:5]=1[NH2:11]. The yield is 0.970. (3) The reactants are [F:1][C:2]1[CH:7]=[CH:6][C:5]([N+:8]([O-])=O)=[C:4]([CH2:11][CH:12]=[CH2:13])[CH:3]=1. The catalyst is CO.[OH-].[OH-].[Pd+2]. The product is [F:1][C:2]1[CH:7]=[CH:6][C:5]([NH2:8])=[C:4]([CH2:11][CH2:12][CH3:13])[CH:3]=1. The yield is 0.970. (4) The reactants are [Cl:1][C:2]1[N:7]=[CH:6][N+:5]([O-])=[C:4]2[CH2:9][CH2:10][C@@H:11]([CH3:12])[C:3]=12.[C:13]([O:16]C(=O)C)(=[O:15])[CH3:14]. No catalyst specified. The product is [C:13]([O:16][CH:9]1[C:4]2[N:5]=[CH:6][N:7]=[C:2]([Cl:1])[C:3]=2[C@H:11]([CH3:12])[CH2:10]1)(=[O:15])[CH3:14]. The yield is 0.700.